Dataset: Reaction yield outcomes from USPTO patents with 853,638 reactions. Task: Predict the reaction yield, written as a fraction of the theoretical maximum amount of product (1.0 means a 100% yield; for example, 0.34 means a 34% yield). (1) The reactants are [C:1]1([C:27]2[CH:32]=[CH:31][CH:30]=[CH:29][CH:28]=2)[CH:6]=[CH:5][C:4]([N:7]([C:20]2[CH:25]=[CH:24][C:23](Br)=[CH:22][CH:21]=2)[C:8]2[CH:13]=[CH:12][C:11]([C:14]3[CH:19]=[CH:18][CH:17]=[CH:16][CH:15]=3)=[CH:10][CH:9]=2)=[CH:3][CH:2]=1.[Li]CCCC.C(O[B:42]1[O:46][C:45]([CH3:48])([CH3:47])[C:44]([CH3:50])([CH3:49])[O:43]1)(C)C. The catalyst is C1COCC1. The product is [C:1]1([C:27]2[CH:32]=[CH:31][CH:30]=[CH:29][CH:28]=2)[CH:6]=[CH:5][C:4]([N:7]([C:20]2[CH:25]=[CH:24][C:23]([B:42]3[O:46][C:45]([CH3:48])([CH3:47])[C:44]([CH3:50])([CH3:49])[O:43]3)=[CH:22][CH:21]=2)[C:8]2[CH:13]=[CH:12][C:11]([C:14]3[CH:19]=[CH:18][CH:17]=[CH:16][CH:15]=3)=[CH:10][CH:9]=2)=[CH:3][CH:2]=1. The yield is 0.330. (2) The reactants are [Cl:1][C:2]1[CH:7]=[CH:6][C:5]([C@@:8]23[O:15][C@@:12]([CH2:16][OH:17])([CH2:13][O:14]2)[C@@H:11]([OH:18])[C@H:10]([OH:19])[C@H:9]3[OH:20])=[CH:4][C:3]=1[CH2:21][C:22]1[CH:27]=[CH:26][C:25]([O:28][CH2:29][CH3:30])=[CH:24][CH:23]=1.[CH2:31]([O:33][C:34](Cl)=[O:35])[CH3:32]. The catalyst is N1C(C)=CC(C)=CC=1C. The product is [CH2:31]([O:33][C:34](=[O:35])[O:17][CH2:16][C@:12]12[O:15][C@:8]([C:5]3[CH:6]=[CH:7][C:2]([Cl:1])=[C:3]([CH2:21][C:22]4[CH:23]=[CH:24][C:25]([O:28][CH2:29][CH3:30])=[CH:26][CH:27]=4)[CH:4]=3)([O:14][CH2:13]1)[C@H:9]([OH:20])[C@@H:10]([OH:19])[C@@H:11]2[OH:18])[CH3:32]. The yield is 0.400. (3) The reactants are Br[CH2:2][C:3]1[CH:4]=[C:5]([CH:10]=[CH:11][CH:12]=1)[C:6]([O:8][CH3:9])=[O:7].[C:13]1(B(O)O)[CH:18]=[CH:17][CH:16]=[CH:15][CH:14]=1.C(=O)([O-])[O-].[Na+].[Na+]. The product is [CH2:2]([C:3]1[CH:4]=[C:5]([CH:10]=[CH:11][CH:12]=1)[C:6]([O:8][CH3:9])=[O:7])[C:13]1[CH:18]=[CH:17][CH:16]=[CH:15][CH:14]=1. The catalyst is O.C(COC)OC.ClCCl.C1C=CC([P]([Pd]([P](C2C=CC=CC=2)(C2C=CC=CC=2)C2C=CC=CC=2)([P](C2C=CC=CC=2)(C2C=CC=CC=2)C2C=CC=CC=2)[P](C2C=CC=CC=2)(C2C=CC=CC=2)C2C=CC=CC=2)(C2C=CC=CC=2)C2C=CC=CC=2)=CC=1. The yield is 0.840.